Task: Predict the product of the given reaction.. Dataset: Forward reaction prediction with 1.9M reactions from USPTO patents (1976-2016) (1) Given the reactants [CH3:1][O:2][C:3](=[O:22])[C:4]1[C:5](=[C:10]([O:14][C:15]2[CH:20]=[CH:19][CH:18]=[CH:17][C:16]=2[NH2:21])[CH:11]=[CH:12][CH:13]=1)C(OC)=O.[N+:23]([C:26]1[CH:27]=[C:28]([CH:31]=[CH:32][CH:33]=1)[CH:29]=O)([O-:25])=[O:24].C([BH3-])#N.[Na+].Cl, predict the reaction product. The product is: [CH3:1][O:2][C:3](=[O:22])[C:13]1[C:4](=[CH:5][C:10]([O:14][C:15]2[CH:20]=[CH:19][CH:18]=[CH:17][C:16]=2[NH:21][CH2:29][C:28]2[CH:31]=[CH:32][CH:33]=[C:26]([N+:23]([O-:25])=[O:24])[CH:27]=2)=[CH:11][CH:12]=1)[C:3]([O:2][CH3:1])=[O:22]. (2) Given the reactants [NH:1]([C:8]1[N:9]([C:21]2[CH:26]=[CH:25][CH:24]=[CH:23][CH:22]=2)[C:10]2[C:15]([C:16](=[O:18])[CH:17]=1)=[C:14](Cl)[N:13]=[C:12]([CH3:20])[CH:11]=2)[C:2]1[CH:7]=[CH:6][CH:5]=[CH:4][CH:3]=1.[SH:27][CH2:28][C:29]([O:31][CH2:32][CH3:33])=[O:30], predict the reaction product. The product is: [CH2:32]([O:31][C:29](=[O:30])[CH2:28][S:27][C:14]1[N:13]=[C:12]([CH3:20])[CH:11]=[C:10]2[C:15]=1[C:16](=[O:18])[CH:17]=[C:8]([NH:9][C:21]1[CH:26]=[CH:25][CH:24]=[CH:23][CH:22]=1)[N:1]2[C:2]1[CH:3]=[CH:4][CH:5]=[CH:6][CH:7]=1)[CH3:33]. (3) Given the reactants Br[C:2]1[CH:3]=[C:4]2[C:9](=[CH:10][CH:11]=1)[N:8]=[CH:7][C:6]([C:12]([O:14][CH3:15])=[O:13])=[CH:5]2.[NH2:16][C:17]1[CH:22]=[CH:21][CH:20]=[CH:19][CH:18]=1.C(=O)([O-])[O-].[Cs+].[Cs+].CN(C)C=O, predict the reaction product. The product is: [C:17]1([NH:16][C:2]2[CH:3]=[C:4]3[C:9](=[CH:10][CH:11]=2)[N:8]=[CH:7][C:6]([C:12]([O:14][CH3:15])=[O:13])=[CH:5]3)[CH:22]=[CH:21][CH:20]=[CH:19][CH:18]=1. (4) Given the reactants Cl[CH2:2][CH2:3][CH2:4][CH2:5][CH2:6][S:7][C:8]1[CH:13]=[CH:12][CH:11]=[CH:10][CH:9]=1.[NH:14]1[CH2:19][CH2:18][CH:17]([C:20]2[CH:21]=[C:22]([NH:26][C:27](=[O:30])[CH2:28][CH3:29])[CH:23]=[CH:24][CH:25]=2)[CH2:16][CH2:15]1, predict the reaction product. The product is: [C:8]1([S:7][CH2:6][CH2:5][CH2:4][CH2:3][CH2:2][N:14]2[CH2:19][CH2:18][CH:17]([C:20]3[CH:21]=[C:22]([NH:26][C:27](=[O:30])[CH2:28][CH3:29])[CH:23]=[CH:24][CH:25]=3)[CH2:16][CH2:15]2)[CH:13]=[CH:12][CH:11]=[CH:10][CH:9]=1. (5) Given the reactants [CH2:1]([O:3][C:4]([CH2:6][CH2:7][N:8]([S:17]([C:20]1[CH:25]=[CH:24][C:23]([O:26][C:27]2[CH:32]=[CH:31][C:30]([F:33])=[CH:29][CH:28]=2)=[CH:22][CH:21]=1)(=[O:19])=[O:18])[C:9]1([C:14]([OH:16])=[O:15])[CH2:13][CH2:12][CH2:11][CH2:10]1)=[O:5])[CH3:2].[CH:34]1([NH:40][CH:41]2[CH2:46][CH2:45][CH2:44][CH2:43][CH2:42]2)[CH2:39][CH2:38][CH2:37][CH2:36][CH2:35]1, predict the reaction product. The product is: [CH:41]1([NH2+:40][CH:34]2[CH2:35][CH2:36][CH2:37][CH2:38][CH2:39]2)[CH2:42][CH2:43][CH2:44][CH2:45][CH2:46]1.[CH2:1]([O:3][C:4]([CH2:6][CH2:7][N:8]([S:17]([C:20]1[CH:21]=[CH:22][C:23]([O:26][C:27]2[CH:28]=[CH:29][C:30]([F:33])=[CH:31][CH:32]=2)=[CH:24][CH:25]=1)(=[O:19])=[O:18])[C:9]1([C:14]([O-:16])=[O:15])[CH2:13][CH2:12][CH2:11][CH2:10]1)=[O:5])[CH3:2]. (6) Given the reactants [CH3:1][O:2][CH:3]([O:20][CH3:21])[C:4]1[CH:5]=[C:6]([C:10]2[CH:15]=[CH:14][C:13]([C:16]([O:18]C)=[O:17])=[CH:12][CH:11]=2)[CH:7]=[CH:8][CH:9]=1.[OH-].[Na+], predict the reaction product. The product is: [CH3:21][O:20][CH:3]([O:2][CH3:1])[C:4]1[CH:5]=[C:6]([C:10]2[CH:15]=[CH:14][C:13]([C:16]([OH:18])=[O:17])=[CH:12][CH:11]=2)[CH:7]=[CH:8][CH:9]=1. (7) Given the reactants C(OC(=O)[NH:7][C:8]1[CH:13]=[CH:12][C:11]([C:14]#[C:15][C:16]2[CH:21]=[CH:20][CH:19]=[CH:18][CH:17]=2)=[CH:10][C:9]=1[NH:22][C:23](=[O:39])[CH2:24][C:25](=O)[C:26]1[CH:31]=[CH:30][CH:29]=[C:28]([C:32]2[CH:37]=[CH:36][CH:35]=[CH:34][N:33]=2)[CH:27]=1)(C)(C)C.C(O)(C(F)(F)F)=O, predict the reaction product. The product is: [C:16]1([C:15]#[C:14][C:11]2[CH:12]=[CH:13][C:8]3[N:7]=[C:25]([C:26]4[CH:31]=[CH:30][CH:29]=[C:28]([C:32]5[CH:37]=[CH:36][CH:35]=[CH:34][N:33]=5)[CH:27]=4)[CH2:24][C:23](=[O:39])[NH:22][C:9]=3[CH:10]=2)[CH:17]=[CH:18][CH:19]=[CH:20][CH:21]=1. (8) Given the reactants [CH3:1][C:2]1[CH:7]=[CH:6][N:5]=[CH:4][C:3]=1[N:8]1[CH:17]=[CH:16][C:15]2[C:10](=[CH:11][C:12]([N+:18]([O-])=O)=[CH:13][CH:14]=2)[C:9]1=[O:21], predict the reaction product. The product is: [NH2:18][C:12]1[CH:11]=[C:10]2[C:15]([CH:16]=[CH:17][N:8]([C:3]3[CH:4]=[N:5][CH:6]=[CH:7][C:2]=3[CH3:1])[C:9]2=[O:21])=[CH:14][CH:13]=1. (9) Given the reactants [NH2:1][C:2]1[N:11]=[C:10]([C:12]2[CH:17]=[CH:16][CH:15]=[C:14]([Cl:18])[CH:13]=2)[C:9]2[C:4](=[CH:5][CH:6]=[C:7]([C:19]([C:27]3[CH:32]=[CH:31][C:30]([Cl:33])=[CH:29][CH:28]=3)([C:21]3[N:25]([CH3:26])[CH:24]=[N:23][CH:22]=3)[OH:20])[CH:8]=2)[N:3]=1.[N:34]([CH:37]([CH3:39])[CH3:38])=[C:35]=[O:36], predict the reaction product. The product is: [Cl:18][C:14]1[CH:13]=[C:12]([C:10]2[C:9]3[C:4](=[CH:5][CH:6]=[C:7]([C:19]([C:27]4[CH:28]=[CH:29][C:30]([Cl:33])=[CH:31][CH:32]=4)([OH:20])[C:21]4[N:25]([CH3:26])[CH:24]=[N:23][CH:22]=4)[CH:8]=3)[N:3]=[C:2]([NH:1][C:35]([NH:34][CH:37]([CH3:39])[CH3:38])=[O:36])[N:11]=2)[CH:17]=[CH:16][CH:15]=1. (10) Given the reactants Br[C:2]1[CH:3]=[CH:4][C:5]([O:8][CH2:9][C:10]2[C:11]([C:16]3[CH:21]=[CH:20][CH:19]=[CH:18][CH:17]=3)=[N:12][O:13][C:14]=2[CH3:15])=[N:6][CH:7]=1.C([Li])CCC.[O:27]1[CH2:30][C:29](=[O:31])[CH2:28]1.CO, predict the reaction product. The product is: [CH3:15][C:14]1[O:13][N:12]=[C:11]([C:16]2[CH:21]=[CH:20][CH:19]=[CH:18][CH:17]=2)[C:10]=1[CH2:9][O:8][C:5]1[N:6]=[CH:7][C:2]([C:29]2([OH:31])[CH2:30][O:27][CH2:28]2)=[CH:3][CH:4]=1.